From a dataset of Forward reaction prediction with 1.9M reactions from USPTO patents (1976-2016). Predict the product of the given reaction. Given the reactants [CH3:1][O:2][C:3](=[O:19])[CH:4]([O:16][CH2:17][CH3:18])[CH2:5][C:6]1[C:14]2[O:13][CH:12]=[CH:11][C:10]=2[C:9]([OH:15])=[CH:8][CH:7]=1.[Cl:20][C:21]1[CH:26]=[CH:25][C:24]([C:27]2[O:28][C:29]([CH3:34])=[C:30]([CH2:32]O)[N:31]=2)=[CH:23][CH:22]=1.C1(P(C2C=CC=CC=2)C2C=CC=CC=2)C=CC=CC=1.N(C(OCC)=O)=NC(OCC)=O, predict the reaction product. The product is: [CH3:1][O:2][C:3](=[O:19])[CH:4]([O:16][CH2:17][CH3:18])[CH2:5][C:6]1[C:14]2[O:13][CH:12]=[CH:11][C:10]=2[C:9]([O:15][CH2:32][C:30]2[N:31]=[C:27]([C:24]3[CH:25]=[CH:26][C:21]([Cl:20])=[CH:22][CH:23]=3)[O:28][C:29]=2[CH3:34])=[CH:8][CH:7]=1.